Dataset: Forward reaction prediction with 1.9M reactions from USPTO patents (1976-2016). Task: Predict the product of the given reaction. (1) The product is: [C:1]([O:5][C:6](=[O:41])[NH:7][C@@H:8]1[CH2:12][CH2:11][N:10]([CH2:13][C:14]2[C:15]([C:37]([F:40])([F:39])[F:38])=[CH:16][C:17]([C:21](=[O:36])[NH:22][CH2:23][C:24]3[CH:29]=[C:28]([Cl:30])[CH:27]=[CH:26][C:25]=3[S:31]([CH2:34][CH3:35])(=[O:32])=[O:33])=[C:18]([NH2:20])[C:19]=2[Cl:58])[CH2:9]1)([CH3:2])([CH3:3])[CH3:4]. Given the reactants [C:1]([O:5][C:6](=[O:41])[NH:7][C@@H:8]1[CH2:12][CH2:11][N:10]([CH2:13][C:14]2[CH:19]=[C:18]([NH2:20])[C:17]([C:21](=[O:36])[NH:22][CH2:23][C:24]3[CH:29]=[C:28]([Cl:30])[CH:27]=[CH:26][C:25]=3[S:31]([CH2:34][CH3:35])(=[O:33])=[O:32])=[CH:16][C:15]=2[C:37]([F:40])([F:39])[F:38])[CH2:9]1)([CH3:4])([CH3:3])[CH3:2].C(OC(=O)C1C=C(C(F)(F)F)C(C=O)=C([Cl:58])C=1N)C, predict the reaction product. (2) Given the reactants Cl.[Cl:2][C:3]1[N:8]=[C:7]([CH2:9][NH2:10])[CH:6]=[CH:5][N:4]=1.CCN(C(C)C)C(C)C.[Cl:20][CH2:21][CH2:22][CH2:23][S:24](Cl)(=[O:26])=[O:25].O, predict the reaction product. The product is: [Cl:20][CH2:21][CH2:22][CH2:23][S:24]([NH:10][CH2:9][C:7]1[CH:6]=[CH:5][N:4]=[C:3]([Cl:2])[N:8]=1)(=[O:26])=[O:25]. (3) Given the reactants [F:1][C:2]1[CH:3]=[C:4]([CH:7]=[C:8]([F:11])[C:9]=1[OH:10])[CH:5]=[O:6].C([O-])([O-])=O.[Cs+].[Cs+].[CH2:18](Br)[C:19]1[CH:24]=[CH:23][CH:22]=[CH:21][CH:20]=1, predict the reaction product. The product is: [CH2:18]([O:10][C:9]1[C:2]([F:1])=[CH:3][C:4]([CH:5]=[O:6])=[CH:7][C:8]=1[F:11])[C:19]1[CH:24]=[CH:23][CH:22]=[CH:21][CH:20]=1. (4) Given the reactants [NH2:1][C@@H:2]1[CH2:7][CH2:6][C@H:5]([N:8]([CH3:30])[C:9]2[C:10]([CH3:29])=[C:11]([CH:25]=[C:26]([Br:28])[CH:27]=2)[C:12]([NH:14][CH2:15][C:16]2[C:17](=[O:24])[NH:18][C:19]([CH3:23])=[CH:20][C:21]=2[CH3:22])=[O:13])[CH2:4][CH2:3]1.CCN=C=NCCCN(C)C.Cl.C1C=CC2N(O)N=NC=2C=1.C(N(CC)CC)C.[C:60](O)(=[O:62])[CH3:61], predict the reaction product. The product is: [C:60]([NH:1][C@H:2]1[CH2:3][CH2:4][C@H:5]([N:8]([CH3:30])[C:9]2[C:10]([CH3:29])=[C:11]([CH:25]=[C:26]([Br:28])[CH:27]=2)[C:12]([NH:14][CH2:15][C:16]2[C:17](=[O:24])[NH:18][C:19]([CH3:23])=[CH:20][C:21]=2[CH3:22])=[O:13])[CH2:6][CH2:7]1)(=[O:62])[CH3:61]. (5) Given the reactants [CH3:1][O:2][C:3](=[O:33])[CH2:4][C@H:5]1[C:9]2[CH:10]=[CH:11][C:12]([O:14][C@H:15]3[C:23]4[C:18](=[C:19]([O:25][C:26]5[CH:31]=[CH:30][N:29]=[C:28](Br)[CH:27]=5)[CH:20]=[CH:21][C:22]=4[F:24])[CH2:17][CH2:16]3)=[CH:13][C:8]=2[O:7][CH2:6]1.[O:34]1[CH2:38][CH2:37][C@H:36]([OH:39])[CH2:35]1.C(=O)([O-])[O-].[Cs+].[Cs+].CC1C=NC2C(C=1C)=CC=C1C=2N=CC(C)=C1C, predict the reaction product. The product is: [CH3:1][O:2][C:3](=[O:33])[CH2:4][C@H:5]1[C:9]2[CH:10]=[CH:11][C:12]([O:14][C@H:15]3[C:23]4[C:18](=[C:19]([O:25][C:26]5[CH:31]=[CH:30][N:29]=[C:28]([O:39][C@H:36]6[CH2:37][CH2:38][O:34][CH2:35]6)[CH:27]=5)[CH:20]=[CH:21][C:22]=4[F:24])[CH2:17][CH2:16]3)=[CH:13][C:8]=2[O:7][CH2:6]1. (6) The product is: [CH2:8]([O:10][C:11]([C:13]1[N:14]([CH3:27])[CH:15]=[C:16]([C:25]#[N:26])[C:17]=1[C:18]1[CH:23]=[CH:22][C:21]([CH:2]2[CH2:6][CH2:5][CH2:4][CH2:3]2)=[CH:20][CH:19]=1)=[O:12])[CH3:9]. Given the reactants [Br-].[CH:2]1([Zn+])[CH2:6][CH2:5][CH2:4][CH2:3]1.[CH2:8]([O:10][C:11]([C:13]1[N:14]([CH3:27])[CH:15]=[C:16]([C:25]#[N:26])[C:17]=1[C:18]1[CH:23]=[CH:22][C:21](Br)=[CH:20][CH:19]=1)=[O:12])[CH3:9].C1(P(C2C=CC=CC=2)C2C=CC=CC=2)C=CC=CC=1.O, predict the reaction product. (7) Given the reactants [F:1][C:2]([F:34])([F:33])[C:3]1[CH:4]=[C:5]([NH:13][C:14]2[C:23]3[C:18](=[CH:19][CH:20]=[CH:21][CH:22]=3)[C:17]([C:24]3[CH:32]=[CH:31][C:27]([C:28]([OH:30])=[O:29])=[CH:26][CH:25]=3)=[N:16][N:15]=2)[CH:6]=[C:7]([C:9]([F:12])([F:11])[F:10])[CH:8]=1.F[P-](F)(F)(F)(F)F.N1(OC(N(C)C)=[N+](C)C)C2N=CC=CC=2N=N1.C(N(C(C)C)CC)(C)C.[NH2:68][CH2:69][CH2:70][N:71]1[CH2:76][CH2:75][O:74][CH2:73][CH2:72]1, predict the reaction product. The product is: [CH:28]([OH:30])=[O:29].[F:33][C:2]([F:1])([F:34])[C:3]1[CH:4]=[C:5]([NH:13][C:14]2[C:23]3[C:18](=[CH:19][CH:20]=[CH:21][CH:22]=3)[C:17]([C:24]3[CH:32]=[CH:31][C:27]([C:28]([NH:68][CH2:69][CH2:70][N:71]4[CH2:76][CH2:75][O:74][CH2:73][CH2:72]4)=[O:29])=[CH:26][CH:25]=3)=[N:16][N:15]=2)[CH:6]=[C:7]([C:9]([F:11])([F:12])[F:10])[CH:8]=1. (8) Given the reactants [Cl:1][C:2]1[CH:3]=[C:4]([CH:21]=[C:22]([C:24]([F:27])([F:26])[F:25])[CH:23]=1)[C:5]([N:7]([CH2:9][C@H:10]([C:14]1[CH:19]=[CH:18][C:17]([F:20])=[CH:16][CH:15]=1)[CH2:11][CH:12]=O)[CH3:8])=[O:6].Cl.[C:29]([N:32]1[CH2:37][CH2:36][N:35]([CH:38]2[CH2:41][NH:40][CH2:39]2)[CH2:34][CH2:33]1)(=[O:31])[CH3:30].C(N(CC)CC)C.C(O[BH-](OC(=O)C)OC(=O)C)(=O)C.[Na+], predict the reaction product. The product is: [Cl:1][C:2]1[CH:3]=[C:4]([CH:21]=[C:22]([C:24]([F:25])([F:26])[F:27])[CH:23]=1)[C:5]([N:7]([CH2:9][C@H:10]([C:14]1[CH:19]=[CH:18][C:17]([F:20])=[CH:16][CH:15]=1)[CH2:11][CH2:12][N:40]1[CH2:39][CH:38]([N:35]2[CH2:36][CH2:37][N:32]([C:29](=[O:31])[CH3:30])[CH2:33][CH2:34]2)[CH2:41]1)[CH3:8])=[O:6]. (9) Given the reactants [CH3:1][O:2][C:3]1[CH:8]=[C:7]([N+:9]([O-:11])=[O:10])[CH:6]=[CH:5][C:4]=1B1OC(C)(C)C(C)(C)O1.Br[C:22]1[CH:27]=[CH:26][N:25]=[N:24][CH:23]=1.C(=O)([O-])[O-].[Cs+].[Cs+], predict the reaction product. The product is: [CH3:1][O:2][C:3]1[CH:8]=[C:7]([N+:9]([O-:11])=[O:10])[CH:6]=[CH:5][C:4]=1[C:22]1[CH:27]=[CH:26][N:25]=[N:24][CH:23]=1. (10) Given the reactants [NH:1]1[CH2:6][CH2:5][CH:4]([CH2:7][CH2:8][CH2:9][CH2:10][NH:11][C:12](=[O:21])[CH2:13][CH2:14][C:15]2[CH:16]=[N:17][CH:18]=[CH:19][CH:20]=2)[CH2:3][CH2:2]1.[CH:22]1[C:31]2[C:26](=[CH:27][CH:28]=[CH:29][CH:30]=2)[CH:25]=[CH:24][C:23]=1[C:32](Cl)=[O:33].[OH-].[Na+], predict the reaction product. The product is: [CH:22]1[C:31]2[C:26](=[CH:27][CH:28]=[CH:29][CH:30]=2)[CH:25]=[CH:24][C:23]=1[C:32]([N:1]1[CH2:6][CH2:5][CH:4]([CH2:7][CH2:8][CH2:9][CH2:10][NH:11][C:12](=[O:21])[CH2:13][CH2:14][C:15]2[CH:16]=[N:17][CH:18]=[CH:19][CH:20]=2)[CH2:3][CH2:2]1)=[O:33].